This data is from Reaction yield outcomes from USPTO patents with 853,638 reactions. The task is: Predict the reaction yield, written as a fraction of the theoretical maximum amount of product (1.0 means a 100% yield; for example, 0.34 means a 34% yield). (1) The reactants are [F:1][C:2]1[CH:7]=[CH:6][CH:5]=[CH:4][C:3]=1[CH:8]([C:12]([OH:14])=[O:13])[C:9]([OH:11])=[O:10].S(Cl)(Cl)=O.[N+:19]([C:22]1[CH:27]=[CH:26][C:25](O)=[CH:24][CH:23]=1)([O-:21])=[O:20]. The catalyst is C1(C)C=CC=CC=1.CN(C)C=O. The product is [F:1][C:2]1[CH:7]=[CH:6][CH:5]=[CH:4][C:3]=1[CH:8]([C:9]([O:11][C:25]1[CH:26]=[CH:27][C:22]([N+:19]([O-:21])=[O:20])=[CH:23][CH:24]=1)=[O:10])[C:12]([O:14][C:25]1[CH:26]=[CH:27][C:22]([N+:19]([O-:21])=[O:20])=[CH:23][CH:24]=1)=[O:13]. The yield is 0.716. (2) The reactants are Cl.[CH3:2][N:3]([CH2:8][C:9]1[CH:14]=[CH:13][C:12]([NH:15][S:16]([CH3:19])(=[O:18])=[O:17])=[CH:11][CH:10]=1)[CH2:4][C:5]([OH:7])=[O:6].C1N=CN(C(N2C=NC=C2)=O)C=1.[CH2:32](O)[CH:33]=[CH2:34]. The catalyst is CC#N.CCOC(C)=O. The product is [CH3:2][N:3]([CH2:8][C:9]1[CH:14]=[CH:13][C:12]([NH:15][S:16]([CH3:19])(=[O:18])=[O:17])=[CH:11][CH:10]=1)[CH2:4][C:5]([O:7][CH2:34][CH:33]=[CH2:32])=[O:6]. The yield is 0.880. (3) The reactants are FC(F)(F)S(O[C:7]1[CH:16]=[C:15]2[C:10]([CH:11]=[CH:12][CH:13]=[N:14]2)=[CH:9][CH:8]=1)(=O)=O.[CH3:19][N:20](C=O)C. The catalyst is [C-]#N.[Zn+2].[C-]#N.C1C=CC(/C=C/C(/C=C/C2C=CC=CC=2)=O)=CC=1.C1C=CC(/C=C/C(/C=C/C2C=CC=CC=2)=O)=CC=1.C1C=CC(/C=C/C(/C=C/C2C=CC=CC=2)=O)=CC=1.[Pd].[Pd].C1(P(C2C=CC=CC=2)[C-]2C=CC=C2)C=CC=CC=1.[C-]1(P(C2C=CC=CC=2)C2C=CC=CC=2)C=CC=C1.[Fe+2]. The product is [N:14]1[C:15]2[C:10](=[CH:9][CH:8]=[C:7]([C:19]#[N:20])[CH:16]=2)[CH:11]=[CH:12][CH:13]=1. The yield is 0.970.